From a dataset of Catalyst prediction with 721,799 reactions and 888 catalyst types from USPTO. Predict which catalyst facilitates the given reaction. (1) Reactant: [OH:1][C:2]1[C:3]([C:8]([OH:10])=[O:9])=[N:4][CH:5]=[CH:6][CH:7]=1.S(=O)(=O)(O)O.O.[CH2:17](O)[CH3:18]. Product: [OH:1][C:2]1[C:3]([C:8]([O:10][CH2:17][CH3:18])=[O:9])=[N:4][CH:5]=[CH:6][CH:7]=1. The catalyst class is: 48. (2) Reactant: CCN(C(C)C)C(C)C.[N:10]1([C:16]([O:18][C:19]([CH3:22])([CH3:21])[CH3:20])=[O:17])[CH2:15][CH2:14][NH:13][CH2:12][CH2:11]1.[Cl:23][C:24]([Cl:34])([O:26][C:27](=O)[O:28]C(Cl)(Cl)Cl)[Cl:25]. Product: [N:10]1([C:16]([O:18][C:19]([CH3:22])([CH3:21])[CH3:20])=[O:17])[CH2:15][CH2:14][N:13]([C:27]([O:26][C:24]([Cl:34])([Cl:25])[Cl:23])=[O:28])[CH2:12][CH2:11]1. The catalyst class is: 2.